From a dataset of Full USPTO retrosynthesis dataset with 1.9M reactions from patents (1976-2016). Predict the reactants needed to synthesize the given product. (1) Given the product [CH3:15][N:14]([CH3:16])[C:12]1[C:11]([C:17]([F:20])([F:19])[F:18])=[CH:10][C:9]2[NH:21][C:22](=[O:34])[CH2:23][C:24]([C:26]3[CH:31]=[CH:30][N:29]=[C:28]([C:32]#[N:33])[CH:27]=3)=[N:7][C:8]=2[CH:13]=1, predict the reactants needed to synthesize it. The reactants are: C(OC(=O)[NH:7][C:8]1[CH:13]=[C:12]([N:14]([CH3:16])[CH3:15])[C:11]([C:17]([F:20])([F:19])[F:18])=[CH:10][C:9]=1[NH:21][C:22](=[O:34])[CH2:23][C:24]([C:26]1[CH:31]=[CH:30][N:29]=[C:28]([C:32]#[N:33])[CH:27]=1)=O)(C)(C)C.C(O)(C(F)(F)F)=O. (2) The reactants are: N[C:2]1[CH:3]=[CH:4][C:5]([O:28][CH3:29])=[C:6]([CH2:8][CH2:9][N:10]2[CH2:15][CH2:14][CH:13]([N:16]3[C:24]4[C:19](=[CH:20][CH:21]=[C:22]([C:25]([NH2:27])=[O:26])[CH:23]=4)[CH:18]=[CH:17]3)[CH2:12][CH2:11]2)[CH:7]=1.C=O.[C:32]([BH3-])#[N:33].[Na+].[C:36](=O)(O)[O-].[Na+]. Given the product [CH3:36][N:33]([CH3:32])[C:2]1[CH:3]=[CH:4][C:5]([O:28][CH3:29])=[C:6]([CH2:8][CH2:9][N:10]2[CH2:15][CH2:14][CH:13]([N:16]3[C:24]4[C:19](=[CH:20][CH:21]=[C:22]([C:25]([NH2:27])=[O:26])[CH:23]=4)[CH:18]=[CH:17]3)[CH2:12][CH2:11]2)[CH:7]=1, predict the reactants needed to synthesize it. (3) Given the product [Cl:8][C:6]1[N:5]=[CH:4][N:3]=[C:2]([NH:23][C:22]2[CH:24]=[CH:25][C:26]([N:27]3[CH2:28][CH2:29][N:30]([CH:33]4[CH2:34][O:35][CH2:36]4)[CH2:31][CH2:32]3)=[C:20]([O:19][CH3:18])[CH:21]=2)[N:7]=1, predict the reactants needed to synthesize it. The reactants are: Cl[C:2]1[N:7]=[C:6]([Cl:8])[N:5]=[CH:4][N:3]=1.C(N(CC)C(C)C)(C)C.[CH3:18][O:19][C:20]1[CH:21]=[C:22]([CH:24]=[CH:25][C:26]=1[N:27]1[CH2:32][CH2:31][N:30]([CH:33]2[CH2:36][O:35][CH2:34]2)[CH2:29][CH2:28]1)[NH2:23]. (4) Given the product [Cl:1][C:2]1[CH:3]=[C:4]([CH:20]=[CH:21][CH:22]=1)[CH2:5][NH:6][C:7]([C:8]1[CH:13]=[CH:12][C:11]2[C:10]([CH:9]=1)=[N:16][N:32]([CH2:31][CH:30]([C:25]1[CH:26]=[CH:27][CH:28]=[CH:29][C:24]=1[Cl:23])[N:33]([CH2:34][CH3:35])[CH2:36][CH3:37])[CH:14]=2)=[O:19], predict the reactants needed to synthesize it. The reactants are: [Cl:1][C:2]1[CH:3]=[C:4]([CH:20]=[CH:21][CH:22]=1)[CH2:5][NH:6][C:7](=[O:19])[C:8]1[CH:13]=[CH:12][C:11]([CH:14]=O)=[C:10]([N+:16]([O-])=O)[CH:9]=1.[Cl:23][C:24]1[CH:29]=[CH:28][CH:27]=[CH:26][C:25]=1[CH:30]([N:33]([CH2:36][CH3:37])[CH2:34][CH3:35])[CH2:31][NH2:32].N1C2C(=CC=CC=2)C=N1.